From a dataset of Forward reaction prediction with 1.9M reactions from USPTO patents (1976-2016). Predict the product of the given reaction. (1) Given the reactants [CH3:1][N:2]([C:4]1[CH:9]=[CH:8][C:7]([N:10]=[N:11][C:12]2[CH:17]=[CH:16][C:15]([S:18](Cl)(=[O:20])=[O:19])=[CH:14][CH:13]=2)=[CH:6][CH:5]=1)[CH3:3].[CH2:22]([O:24][CH2:25][C:26]1[N:27]([CH2:38][CH2:39][CH:40]2[CH2:45][CH2:44][NH:43][CH2:42][CH2:41]2)[C:28]2[C:33]([CH3:34])=[C:32]([CH3:35])[N:31]=[C:30]([NH2:36])[C:29]=2[N:37]=1)[CH3:23], predict the reaction product. The product is: [CH3:1][N:2]([CH3:3])[C:4]1[CH:9]=[CH:8][C:7]([N:10]=[N:11][C:12]2[CH:17]=[CH:16][C:15]([S:18]([N:43]3[CH2:44][CH2:45][CH:40]([CH2:39][CH2:38][N:27]4[C:28]5[C:33]([CH3:34])=[C:32]([CH3:35])[N:31]=[C:30]([NH2:36])[C:29]=5[N:37]=[C:26]4[CH2:25][O:24][CH2:22][CH3:23])[CH2:41][CH2:42]3)(=[O:20])=[O:19])=[CH:14][CH:13]=2)=[CH:6][CH:5]=1. (2) Given the reactants Cl[C:2]1[N:3]([C:13]2[CH:18]=[CH:17][CH:16]=[C:15]([CH2:19][OH:20])[CH:14]=2)[C:4]2[C:9]([C:10]=1[CH:11]=[O:12])=[CH:8][CH:7]=[CH:6][CH:5]=2.[NH:21]1[CH2:26][CH2:25][NH:24][CH2:23][CH2:22]1, predict the reaction product. The product is: [OH:20][CH2:19][C:15]1[CH:14]=[C:13]([N:3]2[C:4]3[C:9](=[CH:8][CH:7]=[CH:6][CH:5]=3)[C:10]([CH:11]=[O:12])=[C:2]2[N:21]2[CH2:26][CH2:25][NH:24][CH2:23][CH2:22]2)[CH:18]=[CH:17][CH:16]=1. (3) Given the reactants [NH:1]1[CH:5]=[CH:4][CH:3]=[N:2]1.Br[C:7]1[C:16]2[C:11](=[CH:12][CH:13]=[C:14]([O:17][CH3:18])[CH:15]=2)[C:10]([OH:19])=[N:9][CH:8]=1, predict the reaction product. The product is: [CH3:18][O:17][C:14]1[CH:15]=[C:16]2[C:11](=[CH:12][CH:13]=1)[C:10]([OH:19])=[N:9][CH:8]=[C:7]2[N:1]1[CH:5]=[CH:4][CH:3]=[N:2]1. (4) Given the reactants [H-].[Al+3].[Li+].[H-].[H-].[H-].[N:7]1[CH:12]=[CH:11][C:10]([CH2:13][CH2:14][CH2:15][C:16]#[N:17])=[CH:9][CH:8]=1.S([O-])([O-])(=O)=O.[Na+].[Na+].O, predict the reaction product. The product is: [N:7]1[CH:12]=[CH:11][C:10]([CH2:13][CH2:14][CH2:15][CH2:16][NH2:17])=[CH:9][CH:8]=1. (5) The product is: [CH2:12]([N:14]1[C:22]2[C:17](=[N:18][CH:19]=[C:20]([C:23]#[N:24])[CH:21]=2)[N:16]([C:25]2[CH:30]=[CH:29][C:28]([O:31][C:2]3[N:6]([CH3:7])[C:5]4[CH:8]=[CH:9][CH:10]=[CH:11][C:4]=4[N:3]=3)=[CH:27][CH:26]=2)[C:15]1=[O:32])[CH3:13]. Given the reactants Cl[C:2]1[N:6]([CH3:7])[C:5]2[CH:8]=[CH:9][CH:10]=[CH:11][C:4]=2[N:3]=1.[CH2:12]([N:14]1[C:22]2[C:17](=[N:18][CH:19]=[C:20]([C:23]#[N:24])[CH:21]=2)[N:16]([C:25]2[CH:30]=[CH:29][C:28]([OH:31])=[CH:27][CH:26]=2)[C:15]1=[O:32])[CH3:13].[H-].[Na+], predict the reaction product. (6) Given the reactants [CH3:1][O:2][C:3]1[CH:4]=[C:5]([C:11]2[CH2:16][C:15]([CH3:18])([CH3:17])[C:14](=[O:19])[N:13]([CH:20]3[CH2:25][CH2:24][N:23]([C:26](=[O:43])[C@H:27]([NH:35]C(=O)OC(C)(C)C)[CH2:28][CH2:29][C:30]([N:32]([CH3:34])[CH3:33])=[O:31])[CH2:22][CH2:21]3)[N:12]=2)[CH:6]=[CH:7][C:8]=1[O:9][CH3:10].[ClH:44], predict the reaction product. The product is: [ClH:44].[NH2:35][C@@H:27]([C:26]([N:23]1[CH2:24][CH2:25][CH:20]([N:13]2[C:14](=[O:19])[C:15]([CH3:18])([CH3:17])[CH2:16][C:11]([C:5]3[CH:6]=[CH:7][C:8]([O:9][CH3:10])=[C:3]([O:2][CH3:1])[CH:4]=3)=[N:12]2)[CH2:21][CH2:22]1)=[O:43])[CH2:28][CH2:29][C:30]([N:32]([CH3:34])[CH3:33])=[O:31]. (7) Given the reactants [Br:1][C:2]1[CH:7]=[CH:6][C:5]([C:8]2[C:12]3[CH:13]=[CH:14][C:15]([O:17][CH2:18][CH2:19][CH2:20]Br)=[CH:16][C:11]=3[S:10][N:9]=2)=[CH:4][CH:3]=1.[CH3:22][O:23][CH2:24][CH2:25][NH:26][CH2:27][CH3:28], predict the reaction product. The product is: [BrH:1].[Br:1][C:2]1[CH:7]=[CH:6][C:5]([C:8]2[C:12]3[CH:13]=[CH:14][C:15]([O:17][CH2:18][CH2:19][CH2:20][N:26]([CH2:27][CH3:28])[CH2:25][CH2:24][O:23][CH3:22])=[CH:16][C:11]=3[S:10][N:9]=2)=[CH:4][CH:3]=1.